From a dataset of Full USPTO retrosynthesis dataset with 1.9M reactions from patents (1976-2016). Predict the reactants needed to synthesize the given product. (1) Given the product [C:13]([NH:12][C:7]1[C:6]([CH2:17][CH:18]([CH3:24])[C:19]([O:21][CH2:22][CH3:23])=[O:20])=[CH:5][C:4]2[C:9](=[CH:10][CH:11]=[C:2]([C:26]3[CH:27]=[CH:28][CH:29]=[CH:30][C:25]=3[CH3:34])[CH:3]=2)[N:8]=1)([CH3:16])([CH3:15])[CH3:14], predict the reactants needed to synthesize it. The reactants are: Br[C:2]1[CH:3]=[C:4]2[C:9](=[CH:10][CH:11]=1)[N:8]=[C:7]([NH:12][C:13]([CH3:16])([CH3:15])[CH3:14])[C:6](/[CH:17]=[C:18](\[CH3:24])/[C:19]([O:21][CH2:22][CH3:23])=[O:20])=[CH:5]2.[C:25]1([CH3:34])[CH:30]=[CH:29][CH:28]=[CH:27][C:26]=1B(O)O.C([O-])(=O)C.[K+].O. (2) Given the product [CH3:1][O:2][C:3]1[C:4](=[O:37])[C:5]([CH3:36])=[C:6]([CH2:12][C:13]2[CH:14]=[CH:15][C:16]([OH:32])=[C:17]([CH:31]=2)[C:18]([NH:20][C:21]2[CH:26]=[CH:25][CH:24]=[C:23]([C:27]([F:28])([F:30])[F:29])[CH:22]=2)=[O:19])[C:7](=[O:11])[C:8]=1[O:9][CH3:10], predict the reactants needed to synthesize it. The reactants are: [CH3:1][O:2][C:3]1[C:4](=[O:37])[C:5]([CH3:36])=[C:6]([CH2:12][C:13]2[CH:14]=[CH:15][C:16]([O:32]C(=O)C)=[C:17]([CH:31]=2)[C:18]([NH:20][C:21]2[CH:26]=[CH:25][CH:24]=[C:23]([C:27]([F:30])([F:29])[F:28])[CH:22]=2)=[O:19])[C:7](=[O:11])[C:8]=1[O:9][CH3:10].C(=O)([O-])O.[Na+]. (3) Given the product [NH2:20][C:19]1[N:2]([C:4]2[CH:14]=[CH:13][CH:12]=[CH:6][CH:5]=2)[N:3]=[C:17]([C:16]([CH3:23])([CH3:22])[CH2:15][OH:31])[CH:18]=1, predict the reactants needed to synthesize it. The reactants are: Cl.[NH:2]([C:4]1[CH:5]=[C:6]([CH:12]=[CH:13][CH:14]=1)C(OCC)=O)[NH2:3].[CH3:15][C:16]([CH3:23])([CH3:22])[C:17](=O)[CH2:18][C:19]#[N:20].[Si]([O:31]CC(C)(C)C(OC)=O)(C(C)(C)C)(C)C. (4) Given the product [CH3:42][N:43]([CH3:48])[CH2:44][CH:45]([N:25]1[CH2:24][CH2:23][N:22]([C:19]2[CH:18]=[CH:17][C:16]([NH:15]/[CH:14]=[C:5]3\[C:6](=[O:13])[NH:7][C:8](=[O:12])[C:9]4[C:4]\3=[CH:3][C:2]([I:1])=[CH:11][CH:10]=4)=[CH:21][CH:20]=2)[CH2:27][CH2:26]1)[CH3:46], predict the reactants needed to synthesize it. The reactants are: [I:1][C:2]1[CH:3]=[C:4]2[C:9](=[CH:10][CH:11]=1)[C:8](=[O:12])[NH:7][C:6](=[O:13])/[C:5]/2=[CH:14]\[NH:15][C:16]1[CH:21]=[CH:20][C:19]([N:22]2[CH2:27][CH2:26][NH:25][CH2:24][CH2:23]2)=[CH:18][CH:17]=1.C(O[BH-](OC(=O)C)OC(=O)C)(=O)C.[Na+].[CH3:42][N:43]([CH3:48])[CH2:44][C:45](=O)[CH3:46].C(O)(=O)C.C(=O)(O)[O-].[Na+]. (5) Given the product [CH2:1]([O:7][C:8]1[CH:28]=[CH:27][C:11]([C:12]([OH:13])([C:29]2[CH:34]=[CH:33][CH:32]=[CH:31][CH:30]=2)[C:14]2[CH:15]=[CH:16][C:17]([O:20][CH2:21][CH2:22][CH:23]=[CH:24][CH:25]=[CH2:26])=[CH:18][CH:19]=2)=[CH:10][CH:9]=1)[CH2:2][CH:3]=[CH:4][CH:5]=[CH2:6], predict the reactants needed to synthesize it. The reactants are: [CH2:1]([O:7][C:8]1[CH:28]=[CH:27][C:11]([C:12]([C:14]2[CH:19]=[CH:18][C:17]([O:20][CH2:21][CH2:22][CH:23]=[CH:24][CH:25]=[CH2:26])=[CH:16][CH:15]=2)=[O:13])=[CH:10][CH:9]=1)[CH2:2][CH:3]=[CH:4][CH:5]=[CH2:6].[C:29]1([Mg]Br)[CH:34]=[CH:33][CH:32]=[CH:31][CH:30]=1.